This data is from hERG Central: cardiac toxicity at 1µM, 10µM, and general inhibition. The task is: Predict hERG channel inhibition at various concentrations. (1) The drug is COc1ccccc1NC(=O)c1ccc(C(=O)c2ccccc2)o1. Results: hERG_inhib (hERG inhibition (general)): blocker. (2) The compound is O=C(Cc1ccccc1)Nc1c2c(nn1-c1cccc(Cl)c1)CS(=O)(=O)C2. Results: hERG_inhib (hERG inhibition (general)): blocker. (3) The molecule is COc1ccccc1C(=O)Nc1ccc2c(c1)nc(CN1CCN(C(C)=O)CC1)n2C. Results: hERG_inhib (hERG inhibition (general)): blocker. (4) The compound is O=C(COc1ccc2cc(Br)ccc2c1)N1CCCC1. Results: hERG_inhib (hERG inhibition (general)): blocker. (5) The molecule is CCOc1cc2c(cc1OCC)-n1cccc1C(c1cc(C)c(OC)cc1C)NC2.Cl. Results: hERG_inhib (hERG inhibition (general)): blocker.